From a dataset of Catalyst prediction with 721,799 reactions and 888 catalyst types from USPTO. Predict which catalyst facilitates the given reaction. Reactant: [C:1]([O:5][C:6](=[O:29])[NH:7][C:8]1(/[CH:16]=[CH:17]/[C:18]2[CH:23]=[CH:22][C:21]([OH:24])=[C:20]([C:25]([F:28])([F:27])[F:26])[CH:19]=2)[CH2:13][O:12][C:11]([CH3:15])([CH3:14])[O:10][CH2:9]1)([CH3:4])([CH3:3])[CH3:2].C(=O)([O-])[O-].[K+].[K+].Br[CH2:37][CH2:38][CH2:39][C:40]1[CH:45]=[CH:44][CH:43]=[C:42]([CH3:46])[CH:41]=1.O. Product: [C:1]([O:5][C:6](=[O:29])[NH:7][C:8]1(/[CH:16]=[CH:17]/[C:18]2[CH:23]=[CH:22][C:21]([O:24][CH2:37][CH2:38][CH2:39][C:40]3[CH:45]=[CH:44][CH:43]=[C:42]([CH3:46])[CH:41]=3)=[C:20]([C:25]([F:28])([F:26])[F:27])[CH:19]=2)[CH2:13][O:12][C:11]([CH3:15])([CH3:14])[O:10][CH2:9]1)([CH3:2])([CH3:3])[CH3:4]. The catalyst class is: 9.